The task is: Predict the reactants needed to synthesize the given product.. This data is from Full USPTO retrosynthesis dataset with 1.9M reactions from patents (1976-2016). (1) Given the product [N:33]1([CH2:32][CH2:31][O:30][C:27]2[CH:28]=[N:29][C:24]([C:20]3[CH:19]=[C:18]([CH:23]=[CH:22][CH:21]=3)[CH2:17][N:8]3[C:7]4[CH:12]=[C:3]([C:2]([F:1])([F:13])[F:14])[CH:4]=[CH:5][C:6]=4[S:10][C:9]3=[O:11])=[N:25][CH:26]=2)[CH2:34][CH2:35][O:36][CH2:37][CH2:38]1, predict the reactants needed to synthesize it. The reactants are: [F:1][C:2]([F:14])([F:13])[C:3]1[CH:4]=[CH:5][C:6]2[S:10][C:9](=[O:11])[NH:8][C:7]=2[CH:12]=1.Cl.Cl[CH2:17][C:18]1[CH:19]=[C:20]([C:24]2[N:29]=[CH:28][C:27]([O:30][CH2:31][CH2:32][N:33]3[CH2:38][CH2:37][O:36][CH2:35][CH2:34]3)=[CH:26][N:25]=2)[CH:21]=[CH:22][CH:23]=1.C(=O)([O-])[O-].[K+].[K+].O. (2) Given the product [CH3:5][C:4]([Si:1]([CH3:3])([CH3:2])[O:53][C@H:57]1[CH2:23][CH2:24][C@@:29]2([CH3:30])[C:55](=[CH:54][CH2:22][C@@H:21]3[C@@H:31]2[CH2:32][CH2:33][C@@:16]2([CH3:15])[C@H:20]3[C@@H:19]([CH3:41])[CH2:18][C:17]2=[O:34])[CH2:56]1)([CH3:7])[CH3:6], predict the reactants needed to synthesize it. The reactants are: [Si:1](Cl)([C:4]([CH3:7])([CH3:6])[CH3:5])([CH3:3])[CH3:2].CC([Si](C)(C)O[CH2:15][C@:16]12[CH2:33][CH2:32][C@H:31]3[C@@H:21]([CH2:22][CH:23]=[C:24]4[C@:29]3([CH3:30])CCCC4)[C@@H:20]1[CH:19]=[CH:18][C:17]2=[O:34])(C)C.C[Al](C)C.[C:41]1(C)C=CC=CC=1.C[Si](Cl)(C)C.[O:53]1[CH2:57][CH2:56][CH2:55][CH2:54]1. (3) Given the product [F:60][C:47]1[CH:48]=[C:49]([C:50]2[CH:55]=[CH:54][CH:53]=[CH:52][C:51]=2[C:56]([F:59])([F:57])[F:58])[C:43]2[O:42][CH:41]([CH2:40][NH2:37])[CH2:45][C:44]=2[CH:46]=1, predict the reactants needed to synthesize it. The reactants are: CC1C=CC(S(OCC2CC3C=C(F)C=C(C4C=CC=CC=4C(F)(F)F)C=3O2)(=O)=O)=CC=1.[N-]=[N+]=[N-].[Na+].[N:37]([CH2:40][CH:41]1[CH2:45][C:44]2[CH:46]=[C:47]([F:60])[CH:48]=[C:49]([C:50]3[CH:55]=[CH:54][CH:53]=[CH:52][C:51]=3[C:56]([F:59])([F:58])[F:57])[C:43]=2[O:42]1)=[N+]=[N-].[N-]=[N+]=[N-].C1(P(C2C=CC=CC=2)C2C=CC=CC=2)C=CC=CC=1. (4) Given the product [CH3:18][O:17][C:13]1[CH:12]=[C:11](/[CH:19]=[CH:20]/[CH:21]=[CH:1]/[C:2]([Cl:4])=[O:3])[CH:10]=[C:9]([O:8][CH3:7])[C:14]=1[O:15][CH3:16], predict the reactants needed to synthesize it. The reactants are: [C:1](Cl)(=O)[C:2]([Cl:4])=[O:3].[CH3:7][O:8][C:9]1[CH:10]=[C:11](/[CH:19]=[CH:20]/[CH:21]=C/C(O)=O)[CH:12]=[C:13]([O:17][CH3:18])[C:14]=1[O:15][CH3:16]. (5) Given the product [Br:14][C:15]1[C:20]([CH:24]=[O:25])=[CH:19][N:18]=[CH:17][CH:16]=1, predict the reactants needed to synthesize it. The reactants are: C(NC(C)C)(C)C.C([Li])CCC.Cl.[Br:14][C:15]1[CH:20]=[CH:19][N:18]=[CH:17][CH:16]=1.CN([CH:24]=[O:25])C. (6) Given the product [O:37]=[C:25]1[CH2:26][C:27]([C:29]2[CH:34]=[CH:33][N:32]=[C:31]([C:35]#[N:36])[CH:30]=2)=[N:7][C:8]2[CH:13]=[C:12]([O:40][CH2:39][C:41]([F:44])([F:43])[F:42])[C:11]([C:20]([F:23])([F:22])[F:21])=[CH:10][C:9]=2[NH:24]1, predict the reactants needed to synthesize it. The reactants are: C(OC(=O)[NH:7][C:8]1[CH:13]=[C:12](OCC(F)(F)F)[C:11]([C:20]([F:23])([F:22])[F:21])=[CH:10][C:9]=1[NH:24][C:25](=[O:37])[CH2:26][C:27]([C:29]1[CH:34]=[CH:33][N:32]=[C:31]([C:35]#[N:36])[CH:30]=1)=O)(C)(C)C.[C:39](O)([C:41]([F:44])([F:43])[F:42])=[O:40]. (7) The reactants are: C(OC([N:8]([CH3:50])[C@H:9]([C:19]([NH:21][C@H:22]([C:36]([N:38]([C@H:40]([CH:47]([CH3:49])[CH3:48])/[CH:41]=[C:42](/[C:44]([OH:46])=[O:45])\[CH3:43])[CH3:39])=[O:37])[C:23]([S:26][CH2:27][C:28]1[CH:33]=[CH:32][C:31]([O:34][CH3:35])=[CH:30][CH:29]=1)([CH3:25])[CH3:24])=[O:20])[C:10]([CH3:18])([CH3:17])[C:11]1[CH:16]=[CH:15][CH:14]=[CH:13][CH:12]=1)=O)(C)(C)C.Cl.O1CCO[CH2:54][CH2:53]1. Given the product [CH3:50][NH:8][C@H:9]([C:19]([NH:21][C@H:22]([C:36]([N:38]([C@H:40]([CH:47]([CH3:48])[CH3:49])/[CH:41]=[C:42](\[CH3:43])/[C:44]([O:46][CH2:53][CH3:54])=[O:45])[CH3:39])=[O:37])[C:23]([S:26][CH2:27][C:28]1[CH:33]=[CH:32][C:31]([O:34][CH3:35])=[CH:30][CH:29]=1)([CH3:25])[CH3:24])=[O:20])[C:10]([CH3:17])([CH3:18])[C:11]1[CH:16]=[CH:15][CH:14]=[CH:13][CH:12]=1, predict the reactants needed to synthesize it. (8) Given the product [F:46][CH:40]([F:47])[O:1][C:2]1[CH:7]=[N:6][C:5]([NH:8][C:9]2[CH:10]=[CH:11][C:12]([C@H:15]3[O:20][CH2:19][CH2:18][N:17]([C:21]([O:23][C:24]([CH3:27])([CH3:26])[CH3:25])=[O:22])[CH2:16]3)=[CH:13][CH:14]=2)=[N:4][CH:3]=1, predict the reactants needed to synthesize it. The reactants are: [OH:1][C:2]1[CH:3]=[N:4][C:5]([NH:8][C:9]2[CH:14]=[CH:13][C:12]([C@H:15]3[O:20][CH2:19][CH2:18][N:17]([C:21]([O:23][C:24]([CH3:27])([CH3:26])[CH3:25])=[O:22])[CH2:16]3)=[CH:11][CH:10]=2)=[N:6][CH:7]=1.C([O-])([O-])=O.[K+].[K+].CN(C=O)C.Cl[C:40]([F:47])([F:46])C(OCC)=O. (9) Given the product [CH2:11]([N:13]1[C:1](=[O:10])[C:2]2[C:3](=[CH:5][CH:6]=[CH:7][CH:8]=2)[N:4]=[C:14]1[C:15]1[CH:20]=[CH:19][CH:18]=[C:17]([O:21][CH2:22][CH2:31][CH2:30][N:29]2[CH2:34][CH2:33][CH2:27][CH2:26][CH2:25]2)[CH:16]=1)[CH3:12], predict the reactants needed to synthesize it. The reactants are: [C:1]([OH:10])(=O)[C:2]1[C:3](=[CH:5][CH:6]=[CH:7][CH:8]=1)[NH2:4].[CH2:11]([NH2:13])[CH3:12].[CH:14](=O)[C:15]1[CH:20]=[CH:19][CH:18]=[C:17]([O:21][CH3:22])[CH:16]=1.Cl[CH2:25][CH2:26][CH2:27]Br.[NH:29]1[CH2:34][CH2:33]C[CH2:31][CH2:30]1.